Dataset: Experimentally validated miRNA-target interactions with 360,000+ pairs, plus equal number of negative samples. Task: Binary Classification. Given a miRNA mature sequence and a target amino acid sequence, predict their likelihood of interaction. (1) The miRNA is hsa-miR-4436b-3p with sequence CAGGGCAGGAAGAAGUGGACAA. The protein sequence of the target gene is MANRRVGRGCWEVSPTERRPPAGLRGPAAEEEASSPPVLSLSHFCRSPFLCFGDVLLGASRTLSLALDNPNEEVAEVKISHFPAADLGFSVSQRCFVLQPKEKIVISVNWTPLKEGRVREIMTFLVNDVLKHQAILLGNAEEQKKKKRSLWDTIKKKKISASTSHNRRVSNIQNVNKTFSVSQKVDRVRSPLQACENLAMNEGGPPTENNSLILEENKIPISPISPAFNECHGATCLPLSVRRSTTYSSLHASENRELLNVHSANVSKVSFNEKAVTETSFNSVNVNGQRGENSKLSLTP.... Result: 0 (no interaction). (2) The miRNA is mmu-miR-467c-5p with sequence UAAGUGCGUGCAUGUAUAUGUG. The protein sequence of the target gene is MLPLLLLPLLWGGSLQEKPVYELQVQKSVTVQEGLCVLVPCSFSYPWRSWYSSPPLYVYWFRDGEIPYYAEVVATNNPDRRVKPETQGRFRLLGDVQKKNCSLSIGDARMEDTGSYFFRVERGRDVKYSYQQNKLNLEVTALIEKPDIHFLEPLESGRPTRLSCSLPGSCEAGPPLTFSWTGNALSPLDPETTRSSELTLTPRPEDHGTNLTCQMKRQGAQVTTERTVQLNVSYAPQTITIFRNGIALEILQNTSYLPVLEGQALRLLCDAPSNPPAHLSWFQGSPALNATPISNTGILE.... Result: 0 (no interaction). (3) The protein sequence of the target gene is MESVEKTTNRSEQKCRKFLKSLIRKQPQDLLLVIGTGVSAAVAPGIRALCSWRSCIEAVIEAAEQLEVLHPGDVAEFRRKVMKDRDLLVVAHDLIRKMSPRTGDTKPNFFQDCLMEVFDSLEQHIQNPVVLRSILSLMDRGTMVLTTNYDNLLEIFGQQQSKPMESLDLKDKTKVLQWARGHIKYGVLHIHGLYTDPCGMVLDPSGYKDVTQDPEVMEVLQNLYRTKSFLFVGCGETLRDQIFQALFLYSVPNKVDLEHYMVVLKENEDHFFKHQADMLLHGIKVVSYGDCFDLFPGYVQ.... Result: 0 (no interaction). The miRNA is hsa-miR-4763-5p with sequence CGCCUGCCCAGCCCUCCUGCU. (4) The miRNA is hsa-miR-1287-3p with sequence CUCUAGCCACAGAUGCAGUGAU. The protein sequence of the target gene is MSKGILQVHPPICDCPGCRISSPVNRGRLADKRTVALPAARNLKKERTPSFSASDGDSDGSGPTCGRRPGLKQEDGPHIRIMKRRVHTHWDVNISFREASCSQDGNLPTLISSVHRSRHLVMPEHQSRCEFQRGSLEIGLRPAGDLLGKRLGRSPRISSDCFSEKRARSESPQEALLLPRELGPSMAPEDHYRRLVSALSEASTFEDPQRLYHLGLPSHGEDPPWHDPPHHLPSHDLLRVRQEVAAAALRGPSGLEAHLPSSTAGQRRKQGLAQHREGAAPAAAPSFSERELPQPPPLLS.... Result: 0 (no interaction). (5) The miRNA is hsa-miR-3666 with sequence CAGUGCAAGUGUAGAUGCCGA. The protein sequence of the target gene is MNKSLGPVSFKDVAVDFTQEEWQQLDPEQKITYRDVMLENYSNLVSVGYHIIKPDVISKLEQGEEPWIVEGEFLLQSYPDEVWQTDDLIERIQEEENKPSRQTVFIETLIEERGNVPGKTFDVETNPVPSRKIAYKNSLCDSCEKCLTSVSEYISSDGSYARMKADECSGCGKSLLHIKLEKTHPGDQAYEFNQNGEPYTLNEESLYQKIRILEKPFEYIECQKAFQKDTVFVNHMEEKPYKWNGSEIAFLQMSDLTVHQTSHMEMKPYECSECGKSFCKKSKFIIHQRTHTGEKPYECN.... Result: 1 (interaction). (6) The miRNA is hsa-miR-4433b-3p with sequence CAGGAGUGGGGGGUGGGACGU. The protein sequence of the target gene is MPLELELCPGRWVGGQHPCFIIAEIGQNHQGDLDVAKRMIRMAKECGADCAKFQKSELEFKFNRKALERPYTSKHSWGKTYGEHKRHLEFSHDQYRELQRYAEEVGIFFTASGMDEMAVEFLHELNVPFFKVGSGDTNNFPYLEKTAKKGRPMVISSGMQSMDTMKQVYQIVKPLNPNFCFLQCTSAYPLQPEDVNLRVISEYQKLFPDIPIGYSGHETGIAISVAAVALGAKVLERHITLDKTWKGSDHSASLEPGELAELVRSVRLVERALGSPTKQLLPCEMACNEKLGKSVVAKVK.... Result: 0 (no interaction).